From a dataset of Forward reaction prediction with 1.9M reactions from USPTO patents (1976-2016). Predict the product of the given reaction. (1) Given the reactants [CH3:1][CH2:2][SH:3].[H-].[Na+].F[C:7]1[C:16]2[O:15][CH2:14][C@H:13]([NH:17][CH2:18][CH2:19][CH2:20][C:21]3[C:29]4[C:24](=[CH:25][CH:26]=[C:27]([F:30])[CH:28]=4)[NH:23][CH:22]=3)[CH2:12][C:11]=2[C:10]([C:31]([NH2:33])=[O:32])=[CH:9][CH:8]=1.[C:34]1(=O)[CH2:37][CH2:36][CH2:35]1.CC(O)=O.[BH3-]C#N.[Na+].[OH-].[Na+], predict the reaction product. The product is: [CH:34]1([N:17]([CH2:18][CH2:19][CH2:20][C:21]2[C:29]3[C:24](=[CH:25][CH:26]=[C:27]([F:30])[CH:28]=3)[NH:23][CH:22]=2)[C@@H:13]2[CH2:12][C:11]3[C:10]([C:31]([NH2:33])=[O:32])=[CH:9][CH:8]=[C:7]([S:3][CH2:2][CH3:1])[C:16]=3[O:15][CH2:14]2)[CH2:37][CH2:36][CH2:35]1. (2) The product is: [O:26]1[CH:30]=[CH:29][CH:28]=[C:27]1[C:4]([C:6]1[N:7]=[CH:8][N:9]([C:11]2[CH:12]=[C:13]([C:17]3[C:18]([C:23]#[N:24])=[CH:19][CH:20]=[CH:21][CH:22]=3)[CH:14]=[CH:15][CH:16]=2)[CH:10]=1)=[O:5]. Given the reactants CON(C)[C:4]([C:6]1[N:7]=[CH:8][N:9]([C:11]2[CH:12]=[C:13]([C:17]3[CH:22]=[CH:21][CH:20]=[CH:19][C:18]=3[C:23]#[N:24])[CH:14]=[CH:15][CH:16]=2)[CH:10]=1)=[O:5].[O:26]1[CH:30]=[CH:29][CH:28]=[CH:27]1, predict the reaction product.